From a dataset of NCI-60 drug combinations with 297,098 pairs across 59 cell lines. Regression. Given two drug SMILES strings and cell line genomic features, predict the synergy score measuring deviation from expected non-interaction effect. (1) Drug 1: CC1C(C(CC(O1)OC2CC(OC(C2O)C)OC3=CC4=CC5=C(C(=O)C(C(C5)C(C(=O)C(C(C)O)O)OC)OC6CC(C(C(O6)C)O)OC7CC(C(C(O7)C)O)OC8CC(C(C(O8)C)O)(C)O)C(=C4C(=C3C)O)O)O)O. Drug 2: CN(C(=O)NC(C=O)C(C(C(CO)O)O)O)N=O. Cell line: HS 578T. Synergy scores: CSS=24.0, Synergy_ZIP=-1.44, Synergy_Bliss=-5.14, Synergy_Loewe=-61.6, Synergy_HSA=-4.42. (2) Drug 1: CCC1=CC2CC(C3=C(CN(C2)C1)C4=CC=CC=C4N3)(C5=C(C=C6C(=C5)C78CCN9C7C(C=CC9)(C(C(C8N6C)(C(=O)OC)O)OC(=O)C)CC)OC)C(=O)OC.C(C(C(=O)O)O)(C(=O)O)O. Drug 2: N.N.Cl[Pt+2]Cl. Cell line: NCIH23. Synergy scores: CSS=32.0, Synergy_ZIP=8.78, Synergy_Bliss=6.61, Synergy_Loewe=-28.7, Synergy_HSA=6.44. (3) Drug 1: C1CN1C2=NC(=NC(=N2)N3CC3)N4CC4. Drug 2: CC(C)(C#N)C1=CC(=CC(=C1)CN2C=NC=N2)C(C)(C)C#N. Cell line: 786-0. Synergy scores: CSS=18.3, Synergy_ZIP=1.62, Synergy_Bliss=2.54, Synergy_Loewe=-1.35, Synergy_HSA=-0.520. (4) Drug 1: CC1=C(C=C(C=C1)C(=O)NC2=CC(=CC(=C2)C(F)(F)F)N3C=C(N=C3)C)NC4=NC=CC(=N4)C5=CN=CC=C5. Drug 2: C1C(C(OC1N2C=NC(=NC2=O)N)CO)O. Cell line: A549. Synergy scores: CSS=1.63, Synergy_ZIP=2.17, Synergy_Bliss=3.19, Synergy_Loewe=-2.92, Synergy_HSA=-1.20. (5) Drug 1: CC1OCC2C(O1)C(C(C(O2)OC3C4COC(=O)C4C(C5=CC6=C(C=C35)OCO6)C7=CC(=C(C(=C7)OC)O)OC)O)O. Drug 2: CCC1(CC2CC(C3=C(CCN(C2)C1)C4=CC=CC=C4N3)(C5=C(C=C6C(=C5)C78CCN9C7C(C=CC9)(C(C(C8N6C=O)(C(=O)OC)O)OC(=O)C)CC)OC)C(=O)OC)O.OS(=O)(=O)O. Cell line: SN12C. Synergy scores: CSS=30.8, Synergy_ZIP=-4.63, Synergy_Bliss=1.37, Synergy_Loewe=3.25, Synergy_HSA=3.06.